Task: Predict the reaction yield, written as a fraction of the theoretical maximum amount of product (1.0 means a 100% yield; for example, 0.34 means a 34% yield).. Dataset: Reaction yield outcomes from USPTO patents with 853,638 reactions (1) The reactants are Cl.O1CCCCC1[O:8][CH2:9][C:10]1[CH:11]=[C:12]([C:16]2[NH:20][C:19](=[O:21])[O:18][N:17]=2)[CH:13]=[CH:14][CH:15]=1. The catalyst is O1CCCC1.[Cl-].[Na+].O. The product is [OH:8][CH2:9][C:10]1[CH:11]=[C:12]([C:16]2[NH:20][C:19](=[O:21])[O:18][N:17]=2)[CH:13]=[CH:14][CH:15]=1. The yield is 0.990. (2) The reactants are [C:1]1([N:7]2[C:12](=[O:13])[C:11]([C:14]3[CH:19]=[CH:18][C:17]([F:20])=[CH:16][CH:15]=3)=[C:10]([O:21]C)[CH:9]=[N:8]2)[CH:6]=[CH:5][CH:4]=[CH:3][CH:2]=1.Br. No catalyst specified. The product is [C:1]1([N:7]2[C:12](=[O:13])[C:11]([C:14]3[CH:19]=[CH:18][C:17]([F:20])=[CH:16][CH:15]=3)=[C:10]([OH:21])[CH:9]=[N:8]2)[CH:2]=[CH:3][CH:4]=[CH:5][CH:6]=1. The yield is 0.920. (3) The reactants are C([O-])([O-])=O.[Na+].[Na+].[CH2:7]([O:9][C:10](=[O:18])[C:11]1[CH:16]=[CH:15][C:14](Cl)=[N:13][CH:12]=1)[CH3:8].[C:19]1(B(O)O)[CH:24]=[CH:23][CH:22]=[CH:21][CH:20]=1. The catalyst is C1(C)C=CC=CC=1.O.O.C1C=CC([P]([Pd]([P](C2C=CC=CC=2)(C2C=CC=CC=2)C2C=CC=CC=2)([P](C2C=CC=CC=2)(C2C=CC=CC=2)C2C=CC=CC=2)[P](C2C=CC=CC=2)(C2C=CC=CC=2)C2C=CC=CC=2)(C2C=CC=CC=2)C2C=CC=CC=2)=CC=1. The product is [CH2:7]([O:9][C:10](=[O:18])[C:11]1[CH:16]=[CH:15][C:14]([C:19]2[CH:24]=[CH:23][CH:22]=[CH:21][CH:20]=2)=[N:13][CH:12]=1)[CH3:8]. The yield is 0.644. (4) The reactants are [CH3:1][C:2]1[CH:11]=[CH:10][C:5]([C:6]([O:8][CH3:9])=[O:7])=[CH:4][CH:3]=1.C(OOC(=O)C1C=CC=CC=1)(=O)C1C=CC=CC=1.C1C(=O)N(Br)C(=O)C1.[P:38]([O:45]CC)([O:42][CH2:43][CH3:44])[O:39][CH2:40][CH3:41]. The catalyst is CCOCC.ClCCCl. The product is [CH2:40]([O:39][P:38]([CH2:1][C:2]1[CH:11]=[CH:10][C:5]([C:6]([O:8][CH3:9])=[O:7])=[CH:4][CH:3]=1)([O:42][CH2:43][CH3:44])=[O:45])[CH3:41]. The yield is 0.600. (5) The reactants are Cl.[NH2:2][CH2:3][C:4]#[N:5].[N+:6]([C:9]1[CH:16]=[CH:15][CH:14]=[CH:13][C:10]=1[CH:11]=O)([O-:8])=[O:7].[BH3-]C#N.[Na+]. The catalyst is CO. The product is [N+:6]([C:9]1[CH:16]=[CH:15][CH:14]=[CH:13][C:10]=1[CH2:11][NH:5][CH2:4][C:3]#[N:2])([O-:8])=[O:7]. The yield is 0.660.